This data is from Reaction yield outcomes from USPTO patents with 853,638 reactions. The task is: Predict the reaction yield, written as a fraction of the theoretical maximum amount of product (1.0 means a 100% yield; for example, 0.34 means a 34% yield). (1) The product is [OH:12][CH2:11][CH:8]1[CH2:7][CH2:6][CH:5]([C:3]([O:2][CH3:1])=[O:4])[CH2:10][CH2:9]1. The yield is 0.950. The reactants are [CH3:1][O:2][C:3]([CH:5]1[CH2:10][CH2:9][CH:8]([C:11](O)=[O:12])[CH2:7][CH2:6]1)=[O:4]. The catalyst is C1COCC1. (2) The reactants are [F:1][C:2]([F:14])([F:13])[O:3][C:4]1[CH:9]=[CH:8][C:7]([N:10]=[C:11]=[O:12])=[CH:6][CH:5]=1.[NH2:15][CH:16]1[CH2:21][CH2:20][N:19]([C:22](=[O:28])[CH:23]([CH2:26][CH3:27])[CH2:24][CH3:25])[CH2:18][CH2:17]1.C(C(CC)C(O)=O)C.Cl. The catalyst is C1COCC1. The product is [CH2:26]([CH:23]([CH2:24][CH3:25])[C:22]([N:19]1[CH2:18][CH2:17][CH:16]([NH:15][C:11]([NH:10][C:7]2[CH:6]=[CH:5][C:4]([O:3][C:2]([F:13])([F:14])[F:1])=[CH:9][CH:8]=2)=[O:12])[CH2:21][CH2:20]1)=[O:28])[CH3:27]. The yield is 0.540. (3) The reactants are [CH2:1](Cl)[CH2:2]Cl.[F:5][C:6]1[CH:11]=[CH:10][C:9]([C:12]2[O:13][C:14]3[CH:23]=[CH:22][C:21]([C:24]4[CH:29]=[CH:28][CH:27]=[C:26]([C:30](=[O:41])[NH:31][C:32](C5C=CC=CC=5)([CH3:34])[CH3:33])[CH:25]=4)=[C:20]([N+:42]([O-:44])=[O:43])[C:15]=3[C:16]=2[C:17](O)=[O:18])=[CH:8][CH:7]=1.CN.ON1C2N=[CH:54][CH:55]=[CH:56][C:51]=2N=N1.C[CH2:58][N:59](C(C)C)C(C)C. The catalyst is C(Cl)Cl. The product is [F:5][C:6]1[CH:7]=[CH:8][C:9]([C:12]2[O:13][C:14]3[CH:23]=[CH:22][C:21]([C:24]4[CH:29]=[CH:28][CH:27]=[C:26]([C:30](=[O:41])[NH:31][C:32]([C:2]5[CH:1]=[CH:51][CH:56]=[CH:55][CH:54]=5)([CH3:34])[CH3:33])[CH:25]=4)=[C:20]([N+:42]([O-:44])=[O:43])[C:15]=3[C:16]=2[C:17]([NH:59][CH3:58])=[O:18])=[CH:10][CH:11]=1. The yield is 0.950. (4) The reactants are [CH2:1]([N:3]1[C:7]2=[N:8][C:9]([CH2:32][CH3:33])=[C:10]([CH2:19][NH:20][C:21](C3C=C(C=CC=3)C(O)=O)=[O:22])[C:11]([NH:12][CH:13]3[CH2:18][CH2:17][O:16][CH2:15][CH2:14]3)=[C:6]2[CH:5]=[N:4]1)[CH3:2].[NH2:34][CH2:35][C:36]1[CH:41]=[CH:40][N:39]=[C:38]([C:42]2[CH:43]=[C:44]([CH2:48][CH:49]3[CH2:54][CH2:53][N:52](C(OC(C)(C)C)=O)[CH2:51][CH2:50]3)[CH:45]=[CH:46][CH:47]=2)[CH:37]=1.CN(C(ON1N=N[C:72]2[CH:73]=C[CH:75]=[CH:76][C:71]1=2)=[N+](C)C)C.F[P-](F)(F)(F)(F)F.[C:86]([OH:92])([C:88](F)(F)F)=O. The catalyst is ClCCl.CO.CS(C)=O. The product is [CH2:1]([N:3]1[C:7]2=[N:8][C:9]([CH2:32][CH3:33])=[C:10]([CH2:19][NH:20][C:21]([C:72]3[CH:71]=[CH:76][CH:75]=[C:88]([C:86]([NH:34][CH2:35][C:36]4[CH:41]=[CH:40][N:39]=[C:38]([C:42]5[CH:47]=[CH:46][CH:45]=[C:44]([CH2:48][CH:49]6[CH2:50][CH2:51][NH:52][CH2:53][CH2:54]6)[CH:43]=5)[CH:37]=4)=[O:92])[CH:73]=3)=[O:22])[C:11]([NH:12][CH:13]3[CH2:18][CH2:17][O:16][CH2:15][CH2:14]3)=[C:6]2[CH:5]=[N:4]1)[CH3:2]. The yield is 0.320. (5) The reactants are [CH2:1]([O:3][C:4]([C:6]1[O:7][C:8]2[C:13]([C:14](=[O:16])[CH:15]=1)=[CH:12][C:11]([O:17][CH2:18][CH3:19])=[CH:10][C:9]=2Br)=[O:5])[CH3:2].C1(P(C2C=CC=CC=2)C2C=CC3C(=CC=CC=3)C=2C2C3C(=CC=CC=3)C=CC=2P(C2C=CC=CC=2)C2C=CC=CC=2)C=CC=CC=1.[CH3:67][N:68]1[CH2:73][CH2:72][NH:71][CH2:70][CH2:69]1.C(=O)([O-])[O-].[Cs+].[Cs+]. The catalyst is C1(C)C=CC=CC=1. The product is [CH2:1]([O:3][C:4]([C:6]1[O:7][C:8]2[C:13]([C:14](=[O:16])[CH:15]=1)=[CH:12][C:11]([O:17][CH2:18][CH3:19])=[CH:10][C:9]=2[N:71]1[CH2:72][CH2:73][N:68]([CH3:67])[CH2:69][CH2:70]1)=[O:5])[CH3:2]. The yield is 0.750. (6) The reactants are CS(C)=O.C(Cl)(=O)C(Cl)=O.[Cl:11][C:12]1[CH:20]=[C:19]([CH:21]([O:24][CH2:25][C:26]2([C:39]3[CH:44]=[CH:43][C:42]([F:45])=[CH:41][CH:40]=3)[CH2:31][CH2:30][N:29]([C:32]([O:34][C:35]([CH3:38])([CH3:37])[CH3:36])=[O:33])[CH2:28][CH2:27]2)[CH2:22][OH:23])[C:18]2[C:14](=[CH:15][N:16]([CH2:46][O:47][CH2:48][CH2:49][Si:50]([CH3:53])([CH3:52])[CH3:51])[N:17]=2)[CH:13]=1.C(N(CC)C(C)C)(C)C. The catalyst is C(Cl)Cl. The product is [Cl:11][C:12]1[CH:20]=[C:19]([CH:21]([O:24][CH2:25][C:26]2([C:39]3[CH:44]=[CH:43][C:42]([F:45])=[CH:41][CH:40]=3)[CH2:31][CH2:30][N:29]([C:32]([O:34][C:35]([CH3:38])([CH3:37])[CH3:36])=[O:33])[CH2:28][CH2:27]2)[CH:22]=[O:23])[C:18]2[C:14](=[CH:15][N:16]([CH2:46][O:47][CH2:48][CH2:49][Si:50]([CH3:53])([CH3:52])[CH3:51])[N:17]=2)[CH:13]=1. The yield is 0.718. (7) The reactants are C([N:8](CC1C=CC=CC=1)[C@@H:9]1[CH2:14][CH2:13][N:12]([CH2:15][CH2:16][OH:17])[CH2:11][C@@H:10]1[O:18][CH3:19])C1C=CC=CC=1.[C:35](O[C:35]([O:37][C:38]([CH3:41])([CH3:40])[CH3:39])=[O:36])([O:37][C:38]([CH3:41])([CH3:40])[CH3:39])=[O:36]. The catalyst is CO.[OH-].[OH-].[Pd+2]. The product is [OH:17][CH2:16][CH2:15][N:12]1[CH2:13][CH2:14][C@@H:9]([NH:8][C:35](=[O:36])[O:37][C:38]([CH3:39])([CH3:40])[CH3:41])[C@@H:10]([O:18][CH3:19])[CH2:11]1. The yield is 0.740. (8) The reactants are [Cl:1][C:2]1[CH:7]=[C:6]([C:8]2[CH:13]=[CH:12][C:11]([Cl:14])=[CH:10][CH:9]=2)[CH:5]=[CH:4][C:3]=1[CH2:15][C:16]([O:18][CH2:19][CH3:20])=[O:17].[Li+].C[Si]([N-][Si](C)(C)C)(C)C.[Cl:31][C:32]1([C:35](OC2C(F)=C(F)C(F)=C(F)C=2F)=[O:36])[CH2:34][CH2:33]1. The catalyst is C1COCC1. The product is [Cl:1][C:2]1[CH:7]=[C:6]([C:8]2[CH:9]=[CH:10][C:11]([Cl:14])=[CH:12][CH:13]=2)[CH:5]=[CH:4][C:3]=1[CH:15]([C:35]([C:32]1([Cl:31])[CH2:34][CH2:33]1)=[O:36])[C:16]([O:18][CH2:19][CH3:20])=[O:17]. The yield is 0.710. (9) The reactants are [C:1]([O:5][C:6]([N:8]1[CH2:13][CH2:12][CH:11]([CH3:14])[CH:10]([C:15]([OH:17])=[O:16])[CH2:9]1)=[O:7])([CH3:4])(C)C.Cl.C([O-])(O)=O.[Na+].C(=O)(ON1C(=O)CCC1=O)OCC1[C:39]2[CH:38]=[CH:37][CH:36]=[CH:35][C:34]=2[C:33]2[C:28]1=[CH:29][CH:30]=[CH:31][CH:32]=2. The catalyst is O1CCOCC1.O. The product is [CH:36]1[C:35]2[CH:4]([CH2:1][O:5][C:6]([N:8]3[CH2:13][CH2:12][CH:11]([CH3:14])[CH:10]([C:15]([OH:17])=[O:16])[CH2:9]3)=[O:7])[C:28]3[C:33](=[CH:32][CH:31]=[CH:30][CH:29]=3)[C:34]=2[CH:39]=[CH:38][CH:37]=1. The yield is 0.310. (10) The reactants are [OH:1][CH2:2][C:3]1[O:7][N:6]=[C:5]([C:8]2[CH:9]=[CH:10][C:11]([CH3:26])=[C:12]([NH:14][C:15]([C:17]3[N:21]4[CH:22]=[CH:23][CH:24]=[CH:25][C:20]4=[N:19][CH:18]=3)=[O:16])[CH:13]=2)[N:4]=1.CCN(C(C)C)C(C)C.[CH3:36][S:37](Cl)(=[O:39])=[O:38]. The catalyst is C(Cl)Cl. The product is [CH3:36][S:37]([O:1][CH2:2][C:3]1[O:7][N:6]=[C:5]([C:8]2[CH:9]=[CH:10][C:11]([CH3:26])=[C:12]([NH:14][C:15]([C:17]3[N:21]4[CH:22]=[CH:23][CH:24]=[CH:25][C:20]4=[N:19][CH:18]=3)=[O:16])[CH:13]=2)[N:4]=1)(=[O:39])=[O:38]. The yield is 0.700.